From a dataset of Experimental lipophilicity measurements (octanol/water distribution) for 4,200 compounds from AstraZeneca. Regression/Classification. Given a drug SMILES string, predict its absorption, distribution, metabolism, or excretion properties. Task type varies by dataset: regression for continuous measurements (e.g., permeability, clearance, half-life) or binary classification for categorical outcomes (e.g., BBB penetration, CYP inhibition). For this dataset (lipophilicity_astrazeneca), we predict Y. (1) The molecule is CNc1nc2ccccc2n1Cc1sc2c(c1C(=O)N1CC[C@@H](O)C1)c(=O)n(C)c(=O)n2CC(C)C. The Y is 1.61 logD. (2) The drug is C=CC(=O)Nc1ccc(OC)cc1. The Y is 1.68 logD. (3) The drug is O=C1CCOc2cc(COc3ccccc3)ccc21. The Y is 3.00 logD.